This data is from Forward reaction prediction with 1.9M reactions from USPTO patents (1976-2016). The task is: Predict the product of the given reaction. Given the reactants [CH3:1][N:2]1[C:6]([CH2:7][NH2:8])=[CH:5][N:4]=[CH:3]1.[CH2:9]([O:16][C:17]1[CH:22]=[CH:21][N:20]([C:23]2[S:24][C:25]([C:29](O)=[O:30])=[C:26]([CH3:28])[N:27]=2)[C:19](=[O:32])[CH:18]=1)[C:10]1[CH:15]=[CH:14][CH:13]=[CH:12][CH:11]=1, predict the reaction product. The product is: [CH2:9]([O:16][C:17]1[CH:22]=[CH:21][N:20]([C:23]2[S:24][C:25]([C:29]([NH:8][CH2:7][C:6]3[N:2]([CH3:1])[CH:3]=[N:4][CH:5]=3)=[O:30])=[C:26]([CH3:28])[N:27]=2)[C:19](=[O:32])[CH:18]=1)[C:10]1[CH:15]=[CH:14][CH:13]=[CH:12][CH:11]=1.